This data is from Peptide-MHC class I binding affinity with 185,985 pairs from IEDB/IMGT. The task is: Regression. Given a peptide amino acid sequence and an MHC pseudo amino acid sequence, predict their binding affinity value. This is MHC class I binding data. (1) The peptide sequence is KTHSFTLGF. The MHC is HLA-B51:01 with pseudo-sequence HLA-B51:01. The binding affinity (normalized) is 0.0847. (2) The peptide sequence is PVIVPDIKL. The MHC is HLA-A02:01 with pseudo-sequence HLA-A02:01. The binding affinity (normalized) is 0. (3) The peptide sequence is TVNVILRPK. The MHC is HLA-B35:01 with pseudo-sequence HLA-B35:01. The binding affinity (normalized) is 0.0847.